Dataset: Full USPTO retrosynthesis dataset with 1.9M reactions from patents (1976-2016). Task: Predict the reactants needed to synthesize the given product. The reactants are: [CH:1]([N:4](CC)[CH:5](C)C)(C)C.[F:10][C:11]1[CH:24]=[C:23]([C:25]2[CH:26]=[N:27][C:28]3[N:29]([C:31]([C:34]4([C:37]5[CH:38]=[C:39]6[C:44](=[CH:45][CH:46]=5)[N:43]=[CH:42][CH:41]=[CH:40]6)[CH2:36][CH2:35]4)=[CH:32][N:33]=3)[CH:30]=2)[CH:22]=[CH:21][C:12]=1[C:13]([NH:15][CH:16]([CH3:20])[C:17]([OH:19])=O)=[O:14].CNC.F[P-](F)(F)(F)(F)F.N1(O[P+](N(C)C)(N(C)C)N(C)C)C2C=CC=CC=2N=N1. Given the product [CH3:1][N:4]([CH3:5])[C:17](=[O:19])[CH:16]([NH:15][C:13](=[O:14])[C:12]1[CH:21]=[CH:22][C:23]([C:25]2[CH:26]=[N:27][C:28]3[N:29]([C:31]([C:34]4([C:37]5[CH:38]=[C:39]6[C:44](=[CH:45][CH:46]=5)[N:43]=[CH:42][CH:41]=[CH:40]6)[CH2:35][CH2:36]4)=[CH:32][N:33]=3)[CH:30]=2)=[CH:24][C:11]=1[F:10])[CH3:20], predict the reactants needed to synthesize it.